Dataset: Full USPTO retrosynthesis dataset with 1.9M reactions from patents (1976-2016). Task: Predict the reactants needed to synthesize the given product. (1) Given the product [CH2:1]([NH:8][CH2:9][CH2:10][CH2:11][CH2:12][CH2:13][CH2:14][NH:15][CH2:16][C:17]1[C:30]2[C:31]3=[C:32]4[C:27](=[CH:28][CH:29]=2)[CH:26]=[CH:25][CH:24]=[C:23]4[CH:22]=[CH:21][C:20]3=[CH:19][CH:18]=1)[C:2]1[CH:7]=[CH:6][CH:5]=[CH:4][CH:3]=1, predict the reactants needed to synthesize it. The reactants are: [CH2:1]([NH:8][CH2:9][CH2:10][CH2:11][CH2:12][CH2:13][CH2:14][N:15]=[CH:16][C:17]1[C:30]2[C:31]3=[C:32]4[C:27](=[CH:28][CH:29]=2)[CH:26]=[CH:25][CH:24]=[C:23]4[CH:22]=[CH:21][C:20]3=[CH:19][CH:18]=1)[C:2]1[CH:7]=[CH:6][CH:5]=[CH:4][CH:3]=1.[BH4-].[Na+].C1C=CC=CC=1. (2) Given the product [NH2:1][C:2]1[N:7]=[CH:6][N:5]=[C:4]2[N:8]([CH2:12][C@@H:13]3[CH2:17][CH2:16][CH2:15][N:14]3[C:18]([O:20][C:21]([CH3:24])([CH3:23])[CH3:22])=[O:19])[N:9]=[C:10]([C:32]3[CH:31]=[CH:30][C:29]([O:28][C:27]4[CH:38]=[CH:39][CH:40]=[CH:41][C:26]=4[F:25])=[CH:34][CH:33]=3)[C:3]=12, predict the reactants needed to synthesize it. The reactants are: [NH2:1][C:2]1[N:7]=[CH:6][N:5]=[C:4]2[N:8]([CH2:12][C@H:13]3[CH2:17][CH2:16][CH2:15][N:14]3[C:18]([O:20][C:21]([CH3:24])([CH3:23])[CH3:22])=[O:19])[N:9]=[C:10](I)[C:3]=12.[F:25][C:26]1[CH:41]=[CH:40][CH:39]=[CH:38][C:27]=1[O:28][C:29]1[CH:34]=[CH:33][C:32](B(O)O)=[CH:31][CH:30]=1.C(=O)([O-])[O-].[Na+].[Na+]. (3) Given the product [C:1]([O:5][C:6]([N:8]1[CH2:9][C@@H:10]([CH3:24])[C:11]2[CH:18]=[C:17]([C:19]([OH:33])=[O:20])[CH:16]=[CH:15][C:12]=2[CH2:13][CH2:14]1)=[O:7])([CH3:4])([CH3:3])[CH3:2], predict the reactants needed to synthesize it. The reactants are: [C:1]([O:5][C:6]([N:8]1[CH2:14][CH2:13][C:12]2[CH:15]=[CH:16][C:17]([C:19]3[O:20]C=CC=3)=[CH:18][C:11]=2[C@H:10]([CH3:24])[CH2:9]1)=[O:7])([CH3:4])([CH3:3])[CH3:2].C(Cl)(Cl)(Cl)Cl.CC#N.[OH2:33]. (4) Given the product [O:1]1[C:6]2[CH:7]=[CH:8][C:9]([CH2:11][N:12]([CH3:44])[CH:13]3[CH2:18][NH:17][C@H:16]([C:26]([NH:28][C:29]4[C:38]5[C:33](=[CH:34][CH:35]=[C:36]([O:39][CH3:40])[N:37]=5)[N:32]=[CH:31][CH:30]=4)=[O:27])[CH2:15][CH2:14]3)=[CH:10][C:5]=2[O:4][CH2:3][CH2:2]1, predict the reactants needed to synthesize it. The reactants are: [O:1]1[C:6]2[CH:7]=[CH:8][C:9]([CH2:11][NH:12][C@@H:13]3[CH2:18][N:17](C(OC(C)(C)C)=O)[C@H:16]([C:26]([NH:28][C:29]4[C:38]5[C:33](=[CH:34][CH:35]=[C:36]([O:39][CH3:40])[N:37]=5)[N:32]=[CH:31][CH:30]=4)=[O:27])[CH2:15][CH2:14]3)=[CH:10][C:5]=2[O:4][CH2:3][CH2:2]1.C=O.[BH3-][C:44]#N.[Na+].C(O)(C(F)(F)F)=O. (5) Given the product [F:10][C:7]1[CH:8]=[CH:9][C:4]([C:3]([OH:13])=[O:2])=[CH:5][C:6]=1[O:11][CH3:12], predict the reactants needed to synthesize it. The reactants are: C[O:2][C:3](=[O:13])[C:4]1[CH:9]=[CH:8][C:7]([F:10])=[C:6]([O:11][CH3:12])[CH:5]=1.O.[OH-].[Li+]. (6) Given the product [F:1][C:2]1[CH:7]=[CH:6][C:5]([CH:8]([C:12]2[CH:13]=[CH:14][C:15]([F:18])=[CH:16][CH:17]=2)[CH2:9][C:10]#[N:11])=[CH:4][CH:3]=1, predict the reactants needed to synthesize it. The reactants are: [F:1][C:2]1[CH:7]=[CH:6][C:5]([C:8]([C:12]2[CH:17]=[CH:16][C:15]([F:18])=[CH:14][CH:13]=2)=[CH:9][C:10]#[N:11])=[CH:4][CH:3]=1. (7) Given the product [CH3:1][N:2]1[C:7](=[O:8])[CH:6]=[C:5]([CH3:37])[C:4]([C:10]2[CH:15]=[CH:14][C:13]([C@@H:16]([N:18]3[CH2:23][CH2:22][C@:21]([CH2:30][C:31]([OH:34])([CH3:33])[CH3:32])([C:24]4[CH:25]=[CH:26][CH:27]=[CH:28][CH:29]=4)[O:20][C:19]3=[O:35])[CH3:17])=[CH:12][CH:11]=2)=[N:3]1, predict the reactants needed to synthesize it. The reactants are: [CH3:1][N:2]1[C:7](=[O:8])[C:6](C)=[CH:5][C:4]([C:10]2[CH:15]=[CH:14][C:13]([C@@H:16]([N:18]3[CH2:23][CH2:22][C@:21]([CH2:30][C:31]([OH:34])([CH3:33])[CH3:32])([C:24]4[CH:29]=[CH:28][CH:27]=[CH:26][CH:25]=4)[O:20][C:19]3=[O:35])[CH3:17])=[CH:12][CH:11]=2)=[N:3]1.Cl[C:37]1C(C)=CC(=O)N(C)N=1.